From a dataset of Reaction yield outcomes from USPTO patents with 853,638 reactions. Predict the reaction yield, written as a fraction of the theoretical maximum amount of product (1.0 means a 100% yield; for example, 0.34 means a 34% yield). (1) The reactants are [F:1][C:2]1[CH:3]=[C:4]([CH:14]([NH:16][C:17]([C:19]2[N:20]=[C:21](Cl)[O:22][CH:23]=2)=[O:18])[CH3:15])[CH:5]=[C:6]([F:13])[C:7]=1[NH:8][S:9]([CH3:12])(=[O:11])=[O:10].[N:25]1[C:34]2[C:29](=[CH:30][C:31]([OH:35])=[CH:32][CH:33]=2)[CH:28]=[CH:27][CH:26]=1. No catalyst specified. The product is [F:1][C:2]1[CH:3]=[C:4]([CH:14]([NH:16][C:17]([C:19]2[N:20]=[C:21]([O:35][C:31]3[CH:30]=[C:29]4[C:34](=[CH:33][CH:32]=3)[N:25]=[CH:26][CH:27]=[CH:28]4)[O:22][CH:23]=2)=[O:18])[CH3:15])[CH:5]=[C:6]([F:13])[C:7]=1[NH:8][S:9]([CH3:12])(=[O:11])=[O:10]. The yield is 0.420. (2) The catalyst is OS(O)(=O)=O. The reactants are N([O-])=O.[Na+].[CH3:5][S:6]([C:9]1[CH:14]=[CH:13][C:12]([C:15]2[N:16]=[CH:17][C:18](N)=[N:19][CH:20]=2)=[CH:11][CH:10]=1)(=[O:8])=[O:7].[O:22]=[N+]=O. The yield is 0.810. The product is [CH3:5][S:6]([C:9]1[CH:14]=[CH:13][C:12]([C:15]2[N:16]=[CH:17][C:18]([OH:22])=[N:19][CH:20]=2)=[CH:11][CH:10]=1)(=[O:8])=[O:7]. (3) The reactants are FC(F)(F)C1C=C(NC(=O)NC2C=CC(C3SC(CCC(O)=O)=NC=3)=CC=2)C=CC=1.[CH:31]1([NH:37][C:38](=[O:61])[NH:39][C:40]2[CH:45]=[CH:44][C:43]([C:46]3[S:50][C:49]([CH:51]4[CH2:56][CH2:55][CH:54]([C:57]([O:59]C)=[O:58])[CH2:53][CH2:52]4)=[N:48][CH:47]=3)=[CH:42][CH:41]=2)[CH2:36][CH2:35][CH2:34][CH2:33][CH2:32]1. No catalyst specified. The product is [CH:31]1([NH:37][C:38](=[O:61])[NH:39][C:40]2[CH:41]=[CH:42][C:43]([C:46]3[S:50][C:49]([CH:51]4[CH2:52][CH2:53][CH:54]([C:57]([OH:59])=[O:58])[CH2:55][CH2:56]4)=[N:48][CH:47]=3)=[CH:44][CH:45]=2)[CH2:36][CH2:35][CH2:34][CH2:33][CH2:32]1. The yield is 0.700. (4) The reactants are [F:1][C:2]([F:55])([F:54])[C:3]1[CH:4]=[C:5]([CH:13]([N:15]([CH2:29][C:30]2[CH:35]=[C:34]([C:36]([F:39])([F:38])[F:37])[CH:33]=[CH:32][C:31]=2[N:40]([CH2:43][C@H:44]2[CH2:49][CH2:48][C@H:47]([CH2:50][C:51]([OH:53])=[O:52])[CH2:46][CH2:45]2)[CH2:41][CH3:42])[C:16]2[N:21]=[CH:20][C:19]([O:22][CH2:23][CH2:24][S:25]([CH3:28])(=[O:27])=[O:26])=[CH:18][N:17]=2)[CH3:14])[CH:6]=[C:7]([C:9]([F:12])([F:11])[F:10])[CH:8]=1.[CH2:56](O)[C:57]1[CH:62]=[CH:61][CH:60]=[CH:59][CH:58]=1.CCN=C=NCCCN(C)C.Cl.O. The catalyst is ClCCl.CN(C1C=CN=CC=1)C. The product is [CH2:56]([O:52][C:51](=[O:53])[CH2:50][C@H:47]1[CH2:48][CH2:49][C@H:44]([CH2:43][N:40]([C:31]2[CH:32]=[CH:33][C:34]([C:36]([F:39])([F:37])[F:38])=[CH:35][C:30]=2[CH2:29][N:15]([CH:13]([C:5]2[CH:6]=[C:7]([C:9]([F:12])([F:11])[F:10])[CH:8]=[C:3]([C:2]([F:1])([F:54])[F:55])[CH:4]=2)[CH3:14])[C:16]2[N:21]=[CH:20][C:19]([O:22][CH2:23][CH2:24][S:25]([CH3:28])(=[O:26])=[O:27])=[CH:18][N:17]=2)[CH2:41][CH3:42])[CH2:45][CH2:46]1)[C:57]1[CH:62]=[CH:61][CH:60]=[CH:59][CH:58]=1. The yield is 0.952. (5) The reactants are [CH3:1][C:2]1[C:10]([B:11]2[O:15][C:14]([CH3:17])([CH3:16])[C:13]([CH3:19])([CH3:18])[O:12]2)=[CH:9][CH:8]=[CH:7][C:3]=1[C:4](O)=[O:5].S(Cl)([Cl:22])=O. The catalyst is CN(C=O)C.C(Cl)(Cl)Cl. The product is [CH3:1][C:2]1[C:10]([B:11]2[O:15][C:14]([CH3:17])([CH3:16])[C:13]([CH3:19])([CH3:18])[O:12]2)=[CH:9][CH:8]=[CH:7][C:3]=1[C:4]([Cl:22])=[O:5]. The yield is 0.705. (6) The reactants are [Cl:1][C:2]1[N:10]=[C:9]([Cl:11])[CH:8]=[CH:7][C:3]=1[C:4](Cl)=[O:5].[NH2:12][C:13]12[CH2:22][CH:17]3[CH2:18][CH:19]([CH2:21][CH:15]([CH2:16]3)[CH2:14]1)[CH2:20]2.C(N(C(C)C)C(C)C)C. The catalyst is C(Cl)Cl.CCOC(C)=O. The product is [C:13]12([NH:12][C:4](=[O:5])[C:3]3[CH:7]=[CH:8][C:9]([Cl:11])=[N:10][C:2]=3[Cl:1])[CH2:20][CH:19]3[CH2:18][CH:17]([CH2:16][CH:15]([CH2:21]3)[CH2:14]1)[CH2:22]2. The yield is 0.760.